The task is: Predict the reaction yield, written as a fraction of the theoretical maximum amount of product (1.0 means a 100% yield; for example, 0.34 means a 34% yield).. This data is from Reaction yield outcomes from USPTO patents with 853,638 reactions. (1) The reactants are [F:1][C:2]1[CH:7]=[C:6](I)[CH:5]=[CH:4][C:3]=1[N:9]1[CH:14]=[C:13]([O:15][CH3:16])[C:12](=[O:17])[C:11]([C:18]2[N:22]([C:23]3[CH:28]=[CH:27][CH:26]=[CH:25][CH:24]=3)[N:21]=[CH:20][CH:19]=2)=[N:10]1.Cl.[F:30][C:31]([F:38])([F:37])[CH:32]1[CH2:36][CH2:35][NH:34][CH2:33]1.CC([O-])(C)C.[Na+].CC1(C)C2C(=C(P(C3C=CC=CC=3)C3C=CC=CC=3)C=CC=2)OC2C(P(C3C=CC=CC=3)C3C=CC=CC=3)=CC=CC1=2. The catalyst is O1CCOCC1.C1C=CC(/C=C/C(/C=C/C2C=CC=CC=2)=O)=CC=1.C1C=CC(/C=C/C(/C=C/C2C=CC=CC=2)=O)=CC=1.C1C=CC(/C=C/C(/C=C/C2C=CC=CC=2)=O)=CC=1.[Pd].[Pd]. The product is [F:1][C:2]1[CH:7]=[C:6]([N:34]2[CH2:35][CH2:36][CH:32]([C:31]([F:38])([F:37])[F:30])[CH2:33]2)[CH:5]=[CH:4][C:3]=1[N:9]1[CH:14]=[C:13]([O:15][CH3:16])[C:12](=[O:17])[C:11]([C:18]2[N:22]([C:23]3[CH:28]=[CH:27][CH:26]=[CH:25][CH:24]=3)[N:21]=[CH:20][CH:19]=2)=[N:10]1. The yield is 0.450. (2) The reactants are [CH:1]([C:12]([O:14]CC)=O)([C:7]([O:9][CH2:10][CH3:11])=[O:8])[C:2]([O:4][CH2:5][CH3:6])=[O:3].[Cl:17][C:18]1[CH:25]=[CH:24][C:21]([CH2:22][NH2:23])=[CH:20][CH:19]=1. No catalyst specified. The product is [Cl:17][C:18]1[CH:25]=[CH:24][C:21]([CH2:22][NH:23][C:12]([CH:1]([C:2]([O:4][CH2:5][CH3:6])=[O:3])[C:7]([O:9][CH2:10][CH3:11])=[O:8])=[O:14])=[CH:20][CH:19]=1. The yield is 0.120. (3) The reactants are BrBr.[CH3:3][O:4][C:5]1[CH:10]=[CH:9][C:8]([C:11](=O)[CH2:12][C:13]2[CH:18]=[CH:17][N:16]=[C:15]([NH:19]C(OC(C)(C)C)=O)[CH:14]=2)=[CH:7][CH:6]=1.[NH2:28][C:29]([NH2:31])=[S:30].C(N(CC)CC)C. The catalyst is C(O)(=O)C. The product is [NH2:31][C:29]1[S:30][C:12]([C:13]2[CH:18]=[CH:17][N:16]=[C:15]([NH2:19])[CH:14]=2)=[C:11]([C:8]2[CH:7]=[CH:6][C:5]([O:4][CH3:3])=[CH:10][CH:9]=2)[N:28]=1. The yield is 0.690.